This data is from Full USPTO retrosynthesis dataset with 1.9M reactions from patents (1976-2016). The task is: Predict the reactants needed to synthesize the given product. (1) Given the product [OH:41][CH:42]1[CH2:47][CH2:46][N:45]([C:4](=[O:5])[CH2:3][S@:7](=[O:8])([C:35]2[CH:36]=[CH:37][CH:38]=[CH:39][CH:40]=2)=[N:9][C:10](=[O:11])[C:12]2[CH:17]=[C:16]([C:18]#[C:19][C:20]3[CH:25]=[CH:24][CH:23]=[C:22]([NH:26][C:27]([C:29]4[O:30][CH:31]=[CH:32][C:33]=4[CH3:34])=[O:28])[CH:21]=3)[CH:15]=[N:14][CH:13]=2)[CH2:44][CH2:43]1, predict the reactants needed to synthesize it. The reactants are: C([C@H:3]([S:7]([C:35]1[CH:40]=[CH:39][CH:38]=[CH:37][CH:36]=1)(=[N:9][C:10]([C:12]1[CH:13]=[N:14][CH:15]=[C:16]([C:18]#[C:19][C:20]2[CH:25]=[CH:24][CH:23]=[C:22]([NH:26][C:27]([C:29]3[O:30][CH:31]=[CH:32][C:33]=3[CH3:34])=[O:28])[CH:21]=2)[CH:17]=1)=[O:11])=[O:8])[C:4]([O-])=[O:5])C.[OH:41][CH:42]1[CH2:47][CH2:46][NH:45][CH2:44][CH2:43]1. (2) Given the product [F:10][C:11]1[CH:16]=[C:15]([C:2]2[N:3]=[CH:4][CH:5]=[CH:6][C:7]=2[C:8]#[N:9])[CH:14]=[CH:13][CH:12]=1, predict the reactants needed to synthesize it. The reactants are: Cl[C:2]1[C:7]([C:8]#[N:9])=[CH:6][CH:5]=[CH:4][N:3]=1.[F:10][C:11]1[CH:12]=[C:13](B(O)O)[CH:14]=[CH:15][CH:16]=1. (3) Given the product [Cl:17][C:11]1[CH:12]=[C:13]([Cl:16])[CH:14]=[CH:15][C:10]=1[C:8]([C:3]1[CH:4]=[CH:5][CH:6]=[CH:7][C:2]=1[NH:1][S:19]([C:22]1[CH:23]=[CH:24][C:25]([C:26]([OH:28])=[O:27])=[CH:29][CH:30]=1)(=[O:21])=[O:20])=[O:9], predict the reactants needed to synthesize it. The reactants are: [NH2:1][C:2]1[CH:7]=[CH:6][CH:5]=[CH:4][C:3]=1[C:8]([C:10]1[CH:15]=[CH:14][C:13]([Cl:16])=[CH:12][C:11]=1[Cl:17])=[O:9].Cl[S:19]([C:22]1[CH:30]=[CH:29][C:25]([C:26]([OH:28])=[O:27])=[CH:24][CH:23]=1)(=[O:21])=[O:20]. (4) Given the product [CH3:23][C:22]([OH:24])([C:6]#[C:5][Si:2]([CH3:4])([CH3:3])[CH3:1])[CH2:21][N:16]1[CH:20]=[N:19][CH:18]=[N:17]1, predict the reactants needed to synthesize it. The reactants are: [CH3:1][Si:2]([C:5]#[CH:6])([CH3:4])[CH3:3].C([Li])CCC.[Cl-].[Ce+3].[Cl-].[Cl-].[N:16]1([CH2:21][C:22](=[O:24])[CH3:23])[CH:20]=[N:19][CH:18]=[N:17]1. (5) Given the product [CH2:13]([N:20]([C:2]1[C:7]([Cl:8])=[CH:6][C:5]([C:9]([F:12])([F:11])[F:10])=[CH:4][N:3]=1)[S:21]([C:24]1[CH:33]=[CH:32][C:27]([C:28]([O:30][CH3:31])=[O:29])=[CH:26][C:25]=1[CH3:34])(=[O:23])=[O:22])[C:14]1[CH:15]=[CH:16][CH:17]=[CH:18][CH:19]=1, predict the reactants needed to synthesize it. The reactants are: Cl[C:2]1[C:7]([Cl:8])=[CH:6][C:5]([C:9]([F:12])([F:11])[F:10])=[CH:4][N:3]=1.[CH2:13]([NH:20][S:21]([C:24]1[CH:33]=[CH:32][C:27]([C:28]([O:30][CH3:31])=[O:29])=[CH:26][C:25]=1[CH3:34])(=[O:23])=[O:22])[C:14]1[CH:19]=[CH:18][CH:17]=[CH:16][CH:15]=1. (6) Given the product [CH2:1]([C:3]1[CH:13]=[C:6]2[C:7]([O:12][S:23]([C:22]([F:28])([F:27])[F:21])(=[O:25])=[O:24])=[CH:8][C:9]([F:11])=[CH:10][N:5]2[N:4]=1)[CH3:2], predict the reactants needed to synthesize it. The reactants are: [CH2:1]([C:3]1[CH:13]=[C:6]2[C:7]([OH:12])=[CH:8][C:9]([F:11])=[CH:10][N:5]2[N:4]=1)[CH3:2].C(N(CC)CC)C.[F:21][C:22]([F:28])([F:27])[S:23](O)(=[O:25])=[O:24]. (7) Given the product [CH2:26]([S:32]([OH:35])(=[O:34])=[O:33])[CH2:27][S:28]([OH:31])(=[O:30])=[O:29].[CH3:1][N:2]([CH2:9][CH2:10][O:11][C:12]1[CH:25]=[CH:24][C:15]([CH2:16][CH:17]2[S:21][C:20](=[O:22])[NH:19][C:18]2=[O:23])=[CH:14][CH:13]=1)[C:3]1[CH:8]=[CH:7][CH:6]=[CH:5][N:4]=1, predict the reactants needed to synthesize it. The reactants are: [CH3:1][N:2]([CH2:9][CH2:10][O:11][C:12]1[CH:25]=[CH:24][C:15]([CH2:16][CH:17]2[S:21][C:20](=[O:22])[NH:19][C:18]2=[O:23])=[CH:14][CH:13]=1)[C:3]1[CH:8]=[CH:7][CH:6]=[CH:5][N:4]=1.[CH2:26]([S:32]([OH:35])(=[O:34])=[O:33])[CH2:27][S:28]([OH:31])(=[O:30])=[O:29]. (8) Given the product [F:19][C:20]1[CH:21]=[C:22]2[C:26](=[CH:27][C:28]=1[NH:29][C:30](=[O:33])[CH2:31][OH:32])[NH:25][C:24](=[O:34])[C:23]2=[CH:11][C:9]1[NH:10][C:6]2[CH2:5][CH2:4][NH:3][C:2](=[O:1])[C:7]=2[C:8]=1[C:13]1[CH:18]=[CH:17][CH:16]=[CH:15][CH:14]=1, predict the reactants needed to synthesize it. The reactants are: [O:1]=[C:2]1[C:7]2[C:8]([C:13]3[CH:18]=[CH:17][CH:16]=[CH:15][CH:14]=3)=[C:9]([CH:11]=O)[NH:10][C:6]=2[CH2:5][CH2:4][NH:3]1.[F:19][C:20]1[CH:21]=[C:22]2[C:26](=[CH:27][C:28]=1[NH:29][C:30](=[O:33])[CH2:31][OH:32])[NH:25][C:24](=[O:34])[CH2:23]2. (9) Given the product [CH2:1]([C:8]1[C:13](=[O:14])[N:12]([C:15]2[CH:20]=[CH:19][CH:18]=[C:17]([NH:30][C:33]([NH:52][C:53]3[CH:58]=[CH:57][CH:56]=[CH:55][N:54]=3)=[O:42])[CH:16]=2)[C:11]2[N:24]=[CH:25][CH:26]=[CH:27][C:10]=2[N:9]=1)[C:59]1[CH:64]=[CH:63][CH:62]=[CH:61][CH:60]=1, predict the reactants needed to synthesize it. The reactants are: [CH2:1]([C:8]1[C:13](=[O:14])[N:12]([C:15]2[CH:20]=[CH:19][CH:18]=[C:17](C(O)=O)[CH:16]=2)[C:11]2[N:24]=[CH:25][CH:26]=[CH:27][C:10]=2[N:9]=1)C1C=CC=CC=1.C([N:30]([CH2:33]C)CC)C.C1(P(N=[N+]=[N-])(C2C=CC=CC=2)=[O:42])C=CC=CC=1.[NH2:52][C:53]1[CH:58]=[CH:57][CH:56]=[CH:55][N:54]=1.[C:59]1(C)[CH:64]=[CH:63][CH:62]=[CH:61][CH:60]=1. (10) Given the product [OH:19][C:7]1([C:6]2[CH:5]=[CH:4][S:3][C:2]=2[C:22]2[CH:23]=[CH:24][CH:25]=[CH:26][C:21]=2[OH:20])[CH2:11][CH2:10][N:9]([C:12]([O:14][C:15]([CH3:18])([CH3:17])[CH3:16])=[O:13])[CH2:8]1, predict the reactants needed to synthesize it. The reactants are: Br[C:2]1[S:3][CH:4]=[CH:5][C:6]=1[C:7]1([OH:19])[CH2:11][CH2:10][N:9]([C:12]([O:14][C:15]([CH3:18])([CH3:17])[CH3:16])=[O:13])[CH2:8]1.[OH:20][C:21]1[CH:26]=[CH:25][CH:24]=[CH:23][C:22]=1B(O)O.C([O-])([O-])=O.[Na+].[Na+].